Dataset: NCI-60 drug combinations with 297,098 pairs across 59 cell lines. Task: Regression. Given two drug SMILES strings and cell line genomic features, predict the synergy score measuring deviation from expected non-interaction effect. (1) Drug 1: C1CCC(CC1)NC(=O)N(CCCl)N=O. Drug 2: CC1CCC2CC(C(=CC=CC=CC(CC(C(=O)C(C(C(=CC(C(=O)CC(OC(=O)C3CCCCN3C(=O)C(=O)C1(O2)O)C(C)CC4CCC(C(C4)OC)O)C)C)O)OC)C)C)C)OC. Cell line: MALME-3M. Synergy scores: CSS=26.1, Synergy_ZIP=-4.33, Synergy_Bliss=-3.50, Synergy_Loewe=-12.0, Synergy_HSA=-0.0583. (2) Drug 1: CCCS(=O)(=O)NC1=C(C(=C(C=C1)F)C(=O)C2=CNC3=C2C=C(C=N3)C4=CC=C(C=C4)Cl)F. Drug 2: CC1=C2C(C(=O)C3(C(CC4C(C3C(C(C2(C)C)(CC1OC(=O)C(C(C5=CC=CC=C5)NC(=O)C6=CC=CC=C6)O)O)OC(=O)C7=CC=CC=C7)(CO4)OC(=O)C)O)C)OC(=O)C. Cell line: OVCAR-5. Synergy scores: CSS=40.5, Synergy_ZIP=1.85, Synergy_Bliss=2.06, Synergy_Loewe=-51.0, Synergy_HSA=-2.25. (3) Cell line: NCI-H460. Drug 2: C1C(C(OC1N2C=NC3=C2NC=NCC3O)CO)O. Synergy scores: CSS=44.9, Synergy_ZIP=-4.25, Synergy_Bliss=-11.7, Synergy_Loewe=-18.0, Synergy_HSA=-11.8. Drug 1: CCCCC(=O)OCC(=O)C1(CC(C2=C(C1)C(=C3C(=C2O)C(=O)C4=C(C3=O)C=CC=C4OC)O)OC5CC(C(C(O5)C)O)NC(=O)C(F)(F)F)O. (4) Drug 1: CN1C(=O)N2C=NC(=C2N=N1)C(=O)N. Drug 2: C1C(C(OC1N2C=NC(=NC2=O)N)CO)O. Cell line: K-562. Synergy scores: CSS=34.3, Synergy_ZIP=1.10, Synergy_Bliss=0.259, Synergy_Loewe=-8.36, Synergy_HSA=2.52. (5) Cell line: MDA-MB-231. Synergy scores: CSS=0.915, Synergy_ZIP=-14.5, Synergy_Bliss=-35.1, Synergy_Loewe=-40.4, Synergy_HSA=-33.7. Drug 2: C1=NC2=C(N1)C(=S)N=CN2. Drug 1: CC1=C(C=C(C=C1)NC2=NC=CC(=N2)N(C)C3=CC4=NN(C(=C4C=C3)C)C)S(=O)(=O)N.Cl. (6) Drug 1: CCC1(CC2CC(C3=C(CCN(C2)C1)C4=CC=CC=C4N3)(C5=C(C=C6C(=C5)C78CCN9C7C(C=CC9)(C(C(C8N6C=O)(C(=O)OC)O)OC(=O)C)CC)OC)C(=O)OC)O.OS(=O)(=O)O. Drug 2: CC12CCC3C(C1CCC2OP(=O)(O)O)CCC4=C3C=CC(=C4)OC(=O)N(CCCl)CCCl.[Na+]. Cell line: NCIH23. Synergy scores: CSS=13.3, Synergy_ZIP=-0.0755, Synergy_Bliss=2.14, Synergy_Loewe=1.23, Synergy_HSA=0.751. (7) Drug 1: CC1=CC2C(CCC3(C2CCC3(C(=O)C)OC(=O)C)C)C4(C1=CC(=O)CC4)C. Drug 2: CN(C)C1=NC(=NC(=N1)N(C)C)N(C)C. Cell line: TK-10. Synergy scores: CSS=-0.358, Synergy_ZIP=6.40, Synergy_Bliss=11.0, Synergy_Loewe=5.10, Synergy_HSA=5.77. (8) Drug 1: CC(CN1CC(=O)NC(=O)C1)N2CC(=O)NC(=O)C2. Drug 2: CC1=C(C=C(C=C1)NC(=O)C2=CC=C(C=C2)CN3CCN(CC3)C)NC4=NC=CC(=N4)C5=CN=CC=C5. Cell line: K-562. Synergy scores: CSS=73.2, Synergy_ZIP=4.98, Synergy_Bliss=4.33, Synergy_Loewe=-3.64, Synergy_HSA=7.23. (9) Drug 2: CC(CN1CC(=O)NC(=O)C1)N2CC(=O)NC(=O)C2. Synergy scores: CSS=54.6, Synergy_ZIP=-0.709, Synergy_Bliss=2.99, Synergy_Loewe=2.89, Synergy_HSA=4.39. Drug 1: CN1CCC(CC1)COC2=C(C=C3C(=C2)N=CN=C3NC4=C(C=C(C=C4)Br)F)OC. Cell line: MOLT-4. (10) Synergy scores: CSS=-14.3, Synergy_ZIP=31.7, Synergy_Bliss=25.7, Synergy_Loewe=-11.5, Synergy_HSA=-7.00. Cell line: OVCAR-5. Drug 2: CC1=C2C(C(=O)C3(C(CC4C(C3C(C(C2(C)C)(CC1OC(=O)C(C(C5=CC=CC=C5)NC(=O)OC(C)(C)C)O)O)OC(=O)C6=CC=CC=C6)(CO4)OC(=O)C)O)C)O. Drug 1: CC1=C(C=C(C=C1)C(=O)NC2=CC(=CC(=C2)C(F)(F)F)N3C=C(N=C3)C)NC4=NC=CC(=N4)C5=CN=CC=C5.